From a dataset of Forward reaction prediction with 1.9M reactions from USPTO patents (1976-2016). Predict the product of the given reaction. Given the reactants [N+:1]([C:4]1[CH:5]=[C:6]([S:10]([CH2:13][CH2:14][O:15][C:16](=[O:34])[CH2:17][CH2:18][CH2:19][NH:20][C:21](=[O:33])[CH2:22][O:23][C:24]2[CH:29]=[CH:28][CH:27]=[C:26]([CH:30]([CH3:32])[CH3:31])[CH:25]=2)(=[O:12])=[O:11])[CH:7]=[CH:8][CH:9]=1)([O-:3])=[O:2].[Cl:35][S:36](O)(=[O:38])=[O:37], predict the reaction product. The product is: [N+:1]([C:4]1[CH:5]=[C:6]([S:10]([CH2:13][CH2:14][O:15][C:16](=[O:34])[CH2:17][CH2:18][CH2:19][NH:20][C:21](=[O:33])[CH2:22][O:23][C:24]2[CH:29]=[CH:28][C:27]([S:36]([Cl:35])(=[O:38])=[O:37])=[C:26]([CH:30]([CH3:32])[CH3:31])[CH:25]=2)(=[O:12])=[O:11])[CH:7]=[CH:8][CH:9]=1)([O-:3])=[O:2].